Dataset: NCI-60 drug combinations with 297,098 pairs across 59 cell lines. Task: Regression. Given two drug SMILES strings and cell line genomic features, predict the synergy score measuring deviation from expected non-interaction effect. (1) Drug 1: CCC1(CC2CC(C3=C(CCN(C2)C1)C4=CC=CC=C4N3)(C5=C(C=C6C(=C5)C78CCN9C7C(C=CC9)(C(C(C8N6C=O)(C(=O)OC)O)OC(=O)C)CC)OC)C(=O)OC)O.OS(=O)(=O)O. Drug 2: C(=O)(N)NO. Cell line: SK-MEL-28. Synergy scores: CSS=-5.38, Synergy_ZIP=1.55, Synergy_Bliss=-2.35, Synergy_Loewe=-1.83, Synergy_HSA=-4.74. (2) Drug 1: CC1C(C(CC(O1)OC2CC(CC3=C2C(=C4C(=C3O)C(=O)C5=C(C4=O)C(=CC=C5)OC)O)(C(=O)CO)O)N)O.Cl. Drug 2: C1=NNC2=C1C(=O)NC=N2. Cell line: K-562. Synergy scores: CSS=31.0, Synergy_ZIP=-1.71, Synergy_Bliss=-3.89, Synergy_Loewe=-29.6, Synergy_HSA=-3.93. (3) Drug 1: C1=CC=C(C=C1)NC(=O)CCCCCCC(=O)NO. Drug 2: C1CCC(C(C1)[NH-])[NH-].C(=O)(C(=O)[O-])[O-].[Pt+4]. Cell line: HT29. Synergy scores: CSS=72.0, Synergy_ZIP=0.0425, Synergy_Bliss=-0.827, Synergy_Loewe=-0.392, Synergy_HSA=4.86. (4) Drug 1: CN1C(=O)N2C=NC(=C2N=N1)C(=O)N. Drug 2: C1=NC(=NC(=O)N1C2C(C(C(O2)CO)O)O)N. Cell line: NCI-H460. Synergy scores: CSS=61.2, Synergy_ZIP=-0.713, Synergy_Bliss=-0.437, Synergy_Loewe=-40.9, Synergy_HSA=-2.58. (5) Drug 1: CC1C(C(CC(O1)OC2CC(OC(C2O)C)OC3=CC4=CC5=C(C(=O)C(C(C5)C(C(=O)C(C(C)O)O)OC)OC6CC(C(C(O6)C)O)OC7CC(C(C(O7)C)O)OC8CC(C(C(O8)C)O)(C)O)C(=C4C(=C3C)O)O)O)O. Drug 2: COC1=C2C(=CC3=C1OC=C3)C=CC(=O)O2. Cell line: SR. Synergy scores: CSS=54.2, Synergy_ZIP=0.169, Synergy_Bliss=0.369, Synergy_Loewe=-22.5, Synergy_HSA=-0.608. (6) Drug 1: CC(C1=C(C=CC(=C1Cl)F)Cl)OC2=C(N=CC(=C2)C3=CN(N=C3)C4CCNCC4)N. Drug 2: C1=CC(=CC=C1CC(C(=O)O)N)N(CCCl)CCCl.Cl. Cell line: RXF 393. Synergy scores: CSS=9.81, Synergy_ZIP=-2.68, Synergy_Bliss=5.40, Synergy_Loewe=4.60, Synergy_HSA=4.72. (7) Drug 1: C1CC(C1)(C(=O)O)C(=O)O.[NH2-].[NH2-].[Pt+2]. Drug 2: COC1=NC(=NC2=C1N=CN2C3C(C(C(O3)CO)O)O)N. Cell line: HCT-15. Synergy scores: CSS=0.285, Synergy_ZIP=-1.29, Synergy_Bliss=-2.12, Synergy_Loewe=-2.21, Synergy_HSA=-2.21. (8) Drug 1: C1CN1C2=NC(=NC(=N2)N3CC3)N4CC4. Drug 2: CC(C)NC(=O)C1=CC=C(C=C1)CNNC.Cl. Cell line: HOP-92. Synergy scores: CSS=24.8, Synergy_ZIP=-5.92, Synergy_Bliss=-5.49, Synergy_Loewe=-20.1, Synergy_HSA=-3.96. (9) Drug 1: CC1=C(C(=CC=C1)Cl)NC(=O)C2=CN=C(S2)NC3=CC(=NC(=N3)C)N4CCN(CC4)CCO. Drug 2: CCC1(C2=C(COC1=O)C(=O)N3CC4=CC5=C(C=CC(=C5CN(C)C)O)N=C4C3=C2)O.Cl. Cell line: ACHN. Synergy scores: CSS=23.2, Synergy_ZIP=-0.0846, Synergy_Bliss=2.42, Synergy_Loewe=-17.5, Synergy_HSA=-3.28.